Dataset: Catalyst prediction with 721,799 reactions and 888 catalyst types from USPTO. Task: Predict which catalyst facilitates the given reaction. Reactant: [NH:1]1[CH2:6][CH2:5][CH:4]([OH:7])[CH2:3][CH2:2]1.C(N(CC)CC)C.[C:15](O[C:15]([O:17][C:18]([CH3:21])([CH3:20])[CH3:19])=[O:16])([O:17][C:18]([CH3:21])([CH3:20])[CH3:19])=[O:16]. Product: [C:18]([O:17][C:15]([N:1]1[CH2:6][CH2:5][CH:4]([OH:7])[CH2:3][CH2:2]1)=[O:16])([CH3:21])([CH3:20])[CH3:19]. The catalyst class is: 4.